This data is from Full USPTO retrosynthesis dataset with 1.9M reactions from patents (1976-2016). The task is: Predict the reactants needed to synthesize the given product. Given the product [C:12]([C:9]1[CH:10]=[C:11]2[C:6](=[CH:7][CH:8]=1)[C:5](=[O:18])[CH2:4][CH2:3][C:2]2([CH3:19])[CH3:1])#[CH:13], predict the reactants needed to synthesize it. The reactants are: [CH3:1][C:2]1([CH3:19])[C:11]2[C:6](=[CH:7][CH:8]=[C:9]([C:12]#[C:13][Si](C)(C)C)[CH:10]=2)[C:5](=[O:18])[CH2:4][CH2:3]1.CC1(C)C2C(=CC=C([Si](C)(C)C)C=2)C(=O)C(C#C)C1.C(=O)([O-])[O-].[K+].[K+].